This data is from Peptide-MHC class II binding affinity with 134,281 pairs from IEDB. The task is: Regression. Given a peptide amino acid sequence and an MHC pseudo amino acid sequence, predict their binding affinity value. This is MHC class II binding data. The peptide sequence is RGPLKLFMALVAFLR. The MHC is DRB1_0401 with pseudo-sequence DRB1_0401. The binding affinity (normalized) is 0.269.